Dataset: Peptide-MHC class I binding affinity with 185,985 pairs from IEDB/IMGT. Task: Regression. Given a peptide amino acid sequence and an MHC pseudo amino acid sequence, predict their binding affinity value. This is MHC class I binding data. (1) The peptide sequence is VWAPLILAYFPVF. The MHC is HLA-A02:03 with pseudo-sequence HLA-A02:03. The binding affinity (normalized) is 0.0633. (2) The peptide sequence is RPSFLLSSL. The MHC is HLA-B54:01 with pseudo-sequence HLA-B54:01. The binding affinity (normalized) is 0.127.